From a dataset of Catalyst prediction with 721,799 reactions and 888 catalyst types from USPTO. Predict which catalyst facilitates the given reaction. (1) Reactant: [NH2:1][C:2]1[CH:3]=[CH:4][C:5]([C:11]([O:13]C)=[O:12])=[C:6]2[C:10]=1[O:9][CH2:8][CH2:7]2.[OH-].[Li+].O. Product: [NH2:1][C:2]1[CH:3]=[CH:4][C:5]([C:11]([OH:13])=[O:12])=[C:6]2[C:10]=1[O:9][CH2:8][CH2:7]2. The catalyst class is: 111. (2) Reactant: [CH:1]1([C@H:5]([N:7]([CH2:25][C:26]2[N:27]=[N:28][N:29]([CH3:31])[CH:30]=2)C(=O)OCC2C3C=CC=CC=3C3C2=CC=CC=3)[CH3:6])[CH2:4][CH2:3][CH2:2]1.N1CCCCC1. Product: [CH:1]1([C@H:5]([NH:7][CH2:25][C:26]2[N:27]=[N:28][N:29]([CH3:31])[CH:30]=2)[CH3:6])[CH2:4][CH2:3][CH2:2]1. The catalyst class is: 3.